This data is from Full USPTO retrosynthesis dataset with 1.9M reactions from patents (1976-2016). The task is: Predict the reactants needed to synthesize the given product. (1) Given the product [F:1][C:2]([F:17])([F:18])[C:3]1[CH:4]=[CH:5][C:6]([O:7][CH:8]([CH2:13][CH3:14])[C:9]([OH:11])=[O:10])=[CH:15][CH:16]=1, predict the reactants needed to synthesize it. The reactants are: [F:1][C:2]([F:18])([F:17])[C:3]1[CH:16]=[CH:15][C:6]([O:7][CH:8]([CH2:13][CH3:14])[C:9]([O:11]C)=[O:10])=[CH:5][CH:4]=1.[OH-].[Na+]. (2) Given the product [CH3:1][C:2]1[N:3]([S:19]([C:22]2[CH:27]=[CH:26][CH:25]=[CH:24][CH:23]=2)(=[O:21])=[O:20])[C:4]([C:13]2[CH:18]=[CH:17][CH:16]=[CH:15][CH:14]=2)=[C:5]([CH3:12])[C:6]=1[CH2:7][OH:8], predict the reactants needed to synthesize it. The reactants are: [CH3:1][C:2]1[N:3]([S:19]([C:22]2[CH:27]=[CH:26][CH:25]=[CH:24][CH:23]=2)(=[O:21])=[O:20])[C:4]([C:13]2[CH:18]=[CH:17][CH:16]=[CH:15][CH:14]=2)=[C:5]([CH3:12])[C:6]=1[C:7](OCC)=[O:8].[H-].C([Al+]CC(C)C)C(C)C. (3) Given the product [C:25]([O:28][C:29]([N:19]([CH3:18])[CH2:10]/[CH:11]=[CH:12]/[C:13]([O:15][CH3:16])=[O:14])=[O:31])([CH3:27])([CH3:26])[CH3:24], predict the reactants needed to synthesize it. The reactants are: CN.C([O-])([O-])=O.[K+].[K+].Br[CH2:10]/[CH:11]=[CH:12]/[C:13]([O:15][CH3:16])=[O:14].C[CH2:18][N:19](CC)CC.[CH3:24][C:25]([O:28][C:29]([O:31]C(OC(C)(C)C)=O)=O)([CH3:27])[CH3:26]. (4) Given the product [CH3:14][C:11]([CH3:12])([CH3:13])[C:10]([O:9][CH2:8][C:5]1[CH:6]=[CH:7][C:2]2[N:1]=[CH:39][N:16]([C:17]3[S:21][C:20]([C:22]([O:24][CH3:25])=[O:23])=[C:19]([O:26][C@@H:27]([C:29]4[CH:34]=[CH:33][CH:32]=[CH:31][C:30]=4[C:35]([F:38])([F:36])[F:37])[CH3:28])[CH:18]=3)[C:3]=2[CH:4]=1)=[O:15], predict the reactants needed to synthesize it. The reactants are: [NH2:1][C:2]1[CH:7]=[CH:6][C:5]([CH2:8][O:9][C:10](=[O:15])[C:11]([CH3:14])([CH3:13])[CH3:12])=[CH:4][C:3]=1[NH:16][C:17]1[S:21][C:20]([C:22]([O:24][CH3:25])=[O:23])=[C:19]([O:26][C@@H:27]([C:29]2[CH:34]=[CH:33][CH:32]=[CH:31][C:30]=2[C:35]([F:38])([F:37])[F:36])[CH3:28])[CH:18]=1.[CH2:39](OC(OCC)OCC)C.C1(C)C=CC(S([O-])(=O)=O)=CC=1.[NH+]1C=CC=CC=1.